From a dataset of Forward reaction prediction with 1.9M reactions from USPTO patents (1976-2016). Predict the product of the given reaction. (1) Given the reactants [F:1][C:2]1[CH:7]=[C:6]([F:8])[CH:5]=[CH:4][C:3]=1[N:9]1[N:17]=[C:16]([C:18]([NH2:20])=O)[C:15]2[CH:14]3[CH2:21][CH:11]([CH2:12][CH2:13]3)[C:10]1=2.S(Cl)(Cl)=O.C(=O)(O)[O-].[Na+], predict the reaction product. The product is: [F:1][C:2]1[CH:7]=[C:6]([F:8])[CH:5]=[CH:4][C:3]=1[N:9]1[N:17]=[C:16]([C:18]#[N:20])[C:15]2[CH:14]3[CH2:21][CH:11]([CH2:12][CH2:13]3)[C:10]1=2. (2) Given the reactants B(F)(F)F.CCOCC.[CH2:10]([O:17][C@H:18]1[C@@H:23]([N:24]=[N+:25]=[N-:26])[C@@H:22]([CH2:27][O:28][CH2:29][C:30]2[CH:35]=[CH:34][CH:33]=[CH:32][CH:31]=2)[O:21][CH:20]=[CH:19]1)[C:11]1[CH:16]=[CH:15][CH:14]=[CH:13][CH:12]=1.[C:36]([OH:39])(=[O:38])[CH3:37].[C:40]([OH:43])(=[O:42])[CH3:41].IC1C=CC=CC=1.C(N(CC)CC)C, predict the reaction product. The product is: [C:36]([O:39][C@@H:19]1[C@@H:18]([O:17][CH2:10][C:11]2[CH:12]=[CH:13][CH:14]=[CH:15][CH:16]=2)[C@@H:23]([N:24]=[N+:25]=[N-:26])[C@@H:22]([CH2:27][O:28][CH2:29][C:30]2[CH:35]=[CH:34][CH:33]=[CH:32][CH:31]=2)[O:21][C@H:20]1[O:43][C:40](=[O:42])[CH3:41])(=[O:38])[CH3:37].